This data is from Forward reaction prediction with 1.9M reactions from USPTO patents (1976-2016). The task is: Predict the product of the given reaction. (1) Given the reactants [F:1][C:2]([F:11])([F:10])[C:3]1[CH:9]=[CH:8][C:6]([NH2:7])=[CH:5][CH:4]=1.[C:12]([N:17]1[CH2:21][CH2:20][O:19][C:18]1=[O:22])(=[O:16])/[CH:13]=[CH:14]/[CH3:15].[Cl-].[NH4+], predict the reaction product. The product is: [F:1][C:2]([F:10])([F:11])[C:3]1[CH:9]=[CH:8][C:6]([NH:7][CH:14]([CH3:15])[CH2:13][C:12]([N:17]2[CH2:21][CH2:20][O:19][C:18]2=[O:22])=[O:16])=[CH:5][CH:4]=1. (2) Given the reactants [CH2:1]1[C:10]2[C:5](=[CH:6][CH:7]=[CH:8][CH:9]=2)[CH2:4][CH2:3][NH:2]1.[CH:11]1[N:16]=[C:15](Cl)[C:14]2[N:18]=[CH:19][N:20]([C@@H:21]3[O:25][C@H:24]([CH2:26][OH:27])[C@@H:23]([OH:28])[C@H:22]3[OH:29])[C:13]=2[N:12]=1.C(N(C(C)C)CC)(C)C, predict the reaction product. The product is: [CH2:1]1[C:10]2[C:5](=[CH:6][CH:7]=[CH:8][CH:9]=2)[CH2:4][CH2:3][N:2]1[C:15]1[N:16]=[CH:11][N:12]=[C:13]2[C:14]=1[N:18]=[CH:19][N:20]2[C@H:21]1[C@H:22]([OH:29])[C@H:23]([OH:28])[C@@H:24]([CH2:26][OH:27])[O:25]1. (3) Given the reactants C(OC([N:8]1[CH2:13][CH2:12][N:11]([C:14]2[N:19]=[C:18]([C:20]3[CH:25]=[CH:24][N:23]=[C:22](F)[CH:21]=3)[CH:17]=[C:16]([C:27](=[O:29])[NH2:28])[CH:15]=2)[CH2:10][CH2:9]1)=O)(C)(C)C.COC1C=C(C=CC=1OC)C[NH2:36].CCN(C(C)C)C(C)C, predict the reaction product. The product is: [NH2:36][C:22]1[CH:21]=[C:20]([C:18]2[CH:17]=[C:16]([C:27]([NH2:28])=[O:29])[CH:15]=[C:14]([N:11]3[CH2:10][CH2:9][NH:8][CH2:13][CH2:12]3)[N:19]=2)[CH:25]=[CH:24][N:23]=1. (4) Given the reactants [CH3:1][C:2]1[CH:3]=[C:4]([CH:16]=[CH:17][CH:18]=1)[CH2:5][O:6][CH2:7][C:8]1[O:12][N:11]=[C:10]([C:13]([OH:15])=O)[CH:9]=1.C(N(CC)CC)C.Cl.C(N=C=NCCCN(C)C)C.ON1C2C=CC=CC=2N=N1.[O:48]1[CH2:53][CH2:52][CH:51]([CH2:54][NH2:55])[CH2:50][CH2:49]1, predict the reaction product. The product is: [O:48]1[CH2:53][CH2:52][CH:51]([CH2:54][NH:55][C:13]([C:10]2[CH:9]=[C:8]([CH2:7][O:6][CH2:5][C:4]3[CH:16]=[CH:17][CH:18]=[C:2]([CH3:1])[CH:3]=3)[O:12][N:11]=2)=[O:15])[CH2:50][CH2:49]1.